Dataset: Forward reaction prediction with 1.9M reactions from USPTO patents (1976-2016). Task: Predict the product of the given reaction. (1) Given the reactants [CH2:1]([O:3][C:4](=[O:17])[CH:5]([C:7]1[CH:12]=[CH:11][C:10]([Cl:13])=[C:9]([N+:14]([O-:16])=[O:15])[CH:8]=1)[OH:6])[CH3:2].[C:18](OC(=O)C)(=[O:20])[CH3:19], predict the reaction product. The product is: [CH2:1]([O:3][C:4](=[O:17])[CH:5]([O:6][C:18](=[O:20])[CH3:19])[C:7]1[CH:12]=[CH:11][C:10]([Cl:13])=[C:9]([N+:14]([O-:16])=[O:15])[CH:8]=1)[CH3:2]. (2) Given the reactants [C:1]([O:5][C:6]([N:8]1[CH2:13][CH2:12][N:11]([C:14]([C:16]2[C:24]3[C:19](=[CH:20][CH:21]=[CH:22][CH:23]=3)[N:18]([C:25]3[CH:30]=[CH:29][CH:28]=[CH:27][CH:26]=3)[C:17]=2Cl)=[O:15])[CH2:10][CH2:9]1)=[O:7])([CH3:4])([CH3:3])[CH3:2].C([Li])CCC.[Cl:37][C:38]1[CH:45]=[CH:44][CH:43]=[C:42]([F:46])[C:39]=1[CH2:40]Br, predict the reaction product. The product is: [C:1]([O:5][C:6]([N:8]1[CH2:9][CH2:10][N:11]([C:14]([C:16]2[C:24]3[C:19](=[CH:20][CH:21]=[CH:22][CH:23]=3)[N:18]([C:25]3[CH:30]=[CH:29][CH:28]=[CH:27][CH:26]=3)[C:17]=2[CH2:40][C:39]2[C:42]([F:46])=[CH:43][CH:44]=[CH:45][C:38]=2[Cl:37])=[O:15])[CH2:12][CH2:13]1)=[O:7])([CH3:4])([CH3:2])[CH3:3]. (3) Given the reactants CO[C:3](=[O:27])[C:4]1[CH:9]=[CH:8][C:7]([O:10][CH2:11][C:12]2[C:13]([C:21]3[CH:26]=[CH:25][CH:24]=[CH:23][CH:22]=3)=[N:14][O:15][C:16]=2[C:17]([F:20])([F:19])[F:18])=[N:6][CH:5]=1.COC(=O)C1C=CC(OCC2C(C3C=CC=C(F)C=3)=NOC=2C)=[N:33][CH:32]=1.CN, predict the reaction product. The product is: [CH3:32][NH:33][C:3](=[O:27])[C:4]1[CH:9]=[CH:8][C:7]([O:10][CH2:11][C:12]2[C:13]([C:21]3[CH:26]=[CH:25][CH:24]=[CH:23][CH:22]=3)=[N:14][O:15][C:16]=2[C:17]([F:20])([F:19])[F:18])=[N:6][CH:5]=1. (4) The product is: [CH3:13][O:11][C:10]1[CH:1]=[C:2]2[C:17](=[CH:8][CH:9]=1)[C:16](=[O:19])[CH2:5][CH2:4][CH2:3]2. Given the reactants [CH2:1]1[CH:10]([OH:11])[CH2:9][C:8]2[C:3](=[CH:4][CH:5]=CC=2)[CH2:2]1.N[C:13](N)=S.[C:16]([OH:19])(=O)[CH3:17], predict the reaction product. (5) Given the reactants CN(C)CCCOCC1[O:9][N:10]=[C:11]2[C:17]=1[C:16]1[CH:18]=[CH:19][CH:20]=[CH:21][C:15]=1S[C:13]1[CH:22]=[CH:23][C:24](Cl)=[CH:25][C:12]2=1.O.Cl.C([O-])(=[O:32])C.[Na+], predict the reaction product. The product is: [CH:18]1[C:16]2[CH2:17][C:11](=[N:10][OH:9])[C:12]3[CH:25]=[CH:24][CH:23]=[CH:22][C:13]=3[O:32][C:15]=2[CH:21]=[CH:20][CH:19]=1. (6) The product is: [Cl:22][C:20]1[CH:19]=[CH:18][N:17]=[C:16]2[N:15]([CH2:29][CH:26]3[CH2:27][CH2:28][O:24][CH2:25]3)[CH:14]=[C:13]([C:11]([NH:10][CH2:9][C:5]3([OH:8])[CH2:6][CH2:7][C:2]([F:1])([F:23])[CH2:3][CH2:4]3)=[O:12])[C:21]=12. Given the reactants [F:1][C:2]1([F:23])[CH2:7][CH2:6][C:5]([CH2:9][NH:10][C:11]([C:13]2[C:21]3[C:16](=[N:17][CH:18]=[CH:19][C:20]=3[Cl:22])[NH:15][CH:14]=2)=[O:12])([OH:8])[CH2:4][CH2:3]1.[O:24]1[CH2:28][CH2:27][CH:26]([CH2:29]O)[CH2:25]1.C(P(=CC#N)(CCCC)CCCC)CCC, predict the reaction product. (7) Given the reactants [Cl:1][C:2]1[CH:3]=[C:4]([CH:8]=[C:9]([CH3:12])[C:10]=1[OH:11])[C:5]([OH:7])=O.CN([P+](ON1N=NC2C=CC=CC1=2)(N(C)C)N(C)C)C.F[P-](F)(F)(F)(F)F.C(N(C(C)C)CC)(C)C.[CH3:49][C:50]([Si:53]([CH3:64])([CH3:63])[O:54][C:55]1[CH:56]=[C:57]([CH2:61][NH2:62])[CH:58]=[CH:59][CH:60]=1)([CH3:52])[CH3:51], predict the reaction product. The product is: [Cl:1][C:2]1[CH:3]=[C:4]([C:5]([NH:62][CH2:61][C:57]2[CH:58]=[CH:59][CH:60]=[C:55]([O:54][Si:53]([C:50]([CH3:52])([CH3:51])[CH3:49])([CH3:63])[CH3:64])[CH:56]=2)=[O:7])[CH:8]=[C:9]([CH3:12])[C:10]=1[OH:11].